From a dataset of Choline transporter screen with 302,306 compounds. Binary Classification. Given a drug SMILES string, predict its activity (active/inactive) in a high-throughput screening assay against a specified biological target. (1) The molecule is N1(C(CN(CC1)c1n2nnnc2nc(c1)C)C)c1cc(ccc1)C. The result is 0 (inactive). (2) The molecule is Clc1c([N+]([O-])=O)cc(S(=O)(=O)Nc2cc(C(OCC(=O)NC(C3C4CC(C3)CC4)C)=O)c(O)cc2)cc1. The result is 0 (inactive).